From a dataset of Reaction yield outcomes from USPTO patents with 853,638 reactions. Predict the reaction yield, written as a fraction of the theoretical maximum amount of product (1.0 means a 100% yield; for example, 0.34 means a 34% yield). (1) The reactants are B(Br)(Br)Br.C[O:6][C:7]1[CH:8]=[C:9]([C:15]2([CH2:20][CH2:21][CH2:22][CH2:23][CH2:24][CH3:25])[S:19][CH2:18][CH2:17][S:16]2)[CH:10]=[C:11]([O:13]C)[CH:12]=1. The catalyst is C(Cl)Cl. The product is [CH2:20]([C:15]1([C:9]2[CH:10]=[C:11]([OH:13])[CH:12]=[C:7]([OH:6])[CH:8]=2)[S:16][CH2:17][CH2:18][S:19]1)[CH2:21][CH2:22][CH2:23][CH2:24][CH3:25]. The yield is 0.950. (2) The reactants are [CH3:1][O:2][C:3]1[CH:4]=[C:5]2[C:10](=[CH:11][C:12]=1[O:13][CH3:14])[N:9]=[CH:8][CH:7]=[C:6]2[O:15][C:16]1[CH:22]=[CH:21][C:19]([NH2:20])=[CH:18][CH:17]=1.C1(C)C=CC=CC=1.C(N(CC)CC)C.ClC(Cl)(O[C:41](=[O:47])[O:42][C:43](Cl)(Cl)Cl)Cl.[F:49][C:50]1[CH:59]=[CH:58][CH:57]=[CH:56][C:51]=1[O:52][CH2:53]CO. The catalyst is C(Cl)Cl. The yield is 0.500. The product is [CH3:1][O:2][C:3]1[CH:4]=[C:5]2[C:10](=[CH:11][C:12]=1[O:13][CH3:14])[N:9]=[CH:8][CH:7]=[C:6]2[O:15][C:16]1[CH:22]=[CH:21][C:19]([NH:20][C:41](=[O:47])[O:42][CH2:43][CH2:53][O:52][C:51]2[CH:56]=[CH:57][CH:58]=[CH:59][C:50]=2[F:49])=[CH:18][CH:17]=1. (3) The reactants are [CH:1]([S:4][C:5]1[C:10](C2C=CC(OC)=CC=2)=[CH:9][CH:8]=[CH:7][N:6]=1)([CH3:3])[CH3:2].[F:19][C:20]1[CH:33]=[C:32](B2OC(C)(C)C(C)(C)O2)[CH:31]=[C:30]([F:43])[C:21]=1[O:22][CH2:23][C:24]1([CH2:27][C:28]#[N:29])[CH2:26][CH2:25]1.[C:44]([O-])([O-])=O.[Na+].[Na+].N#N. The catalyst is COCCOC.Cl[Pd](Cl)([P](C1C=CC=CC=1)(C1C=CC=CC=1)C1C=CC=CC=1)[P](C1C=CC=CC=1)(C1C=CC=CC=1)C1C=CC=CC=1.O. The product is [CH:1]1([S:4][C:5]2[C:10]([C:32]3[CH:31]=[C:30]([F:43])[C:21]([O:22][CH2:23][C:24]4([CH2:27][C:28]#[N:29])[CH2:25][CH2:26]4)=[C:20]([F:19])[CH:33]=3)=[CH:9][CH:8]=[CH:7][N:6]=2)[CH2:2][CH2:44][CH2:3]1. The yield is 0.500. (4) The reactants are [NH2:1][C:2]1[CH:6]=[C:5]([N+:7]([O-:9])=[O:8])[NH:4][N:3]=1.[C:10]([O:16][CH3:17])(=[O:15])[CH2:11][C:12]([CH3:14])=O.[CH3:18]O. No catalyst specified. The product is [CH3:17][O:16][C:10]([C:11]1[CH:12]=[C:14]([CH3:18])[N:3]2[N:4]=[C:5]([N+:7]([O-:9])=[O:8])[CH:6]=[C:2]2[N:1]=1)=[O:15]. The yield is 0.700. (5) The reactants are [H-].[Na+].[CH3:3][C:4]1[CH:9]=[C:8]([N+:10]([O-:12])=[O:11])[CH:7]=[C:6]([CH3:13])[C:5]=1[OH:14].[CH2:15]([N:22]1[C:30]2[C:29](Cl)=[N:28][C:27]([Cl:32])=[N:26][C:25]=2[CH:24]=[CH:23]1)[C:16]1[CH:21]=[CH:20][CH:19]=[CH:18][CH:17]=1. The catalyst is CN1C(=O)CCC1.O. The product is [CH2:15]([N:22]1[C:30]2[C:29]([O:14][C:5]3[C:4]([CH3:3])=[CH:9][C:8]([N+:10]([O-:12])=[O:11])=[CH:7][C:6]=3[CH3:13])=[N:28][C:27]([Cl:32])=[N:26][C:25]=2[CH:24]=[CH:23]1)[C:16]1[CH:17]=[CH:18][CH:19]=[CH:20][CH:21]=1. The yield is 0.940. (6) The reactants are Br[C:2]1(Br)[C:10]2[C:5](=[N:6][CH:7]=[C:8]([Br:11])[CH:9]=2)[NH:4][C:3]1=[O:12]. The catalyst is C(O)(=O)C.[Zn]. The product is [Br:11][C:8]1[CH:9]=[C:10]2[CH2:2][C:3](=[O:12])[NH:4][C:5]2=[N:6][CH:7]=1. The yield is 0.320. (7) The reactants are CC(OI1(OC(C)=O)(OC(C)=O)OC(=O)C2C=CC=CC1=2)=O.[CH3:23][O:24][CH2:25][CH2:26][O:27][C:28](=[O:53])[NH:29][C@H:30]([C:35]([NH:37][C@@H:38]([CH2:46][C:47]1[CH:52]=[CH:51][CH:50]=[CH:49][CH:48]=1)[CH:39]([OH:45])[C:40]([NH:42][CH2:43][CH3:44])=[O:41])=[O:36])[CH2:31][CH:32]([CH3:34])[CH3:33].S([O-])([O-])(=O)=S.[Na+].[Na+].C(=O)([O-])O.[Na+]. The catalyst is ClCCl. The product is [CH3:23][O:24][CH2:25][CH2:26][O:27][C:28](=[O:53])[NH:29][C@H:30]([C:35]([NH:37][C@@H:38]([CH2:46][C:47]1[CH:52]=[CH:51][CH:50]=[CH:49][CH:48]=1)[C:39](=[O:45])[C:40](=[O:41])[NH:42][CH2:43][CH3:44])=[O:36])[CH2:31][CH:32]([CH3:34])[CH3:33]. The yield is 0.880. (8) The reactants are [CH3:1][C:2]1[C:6]([CH3:7])=[C:5]([NH:8][C:9](=[O:16])OCC(Cl)(Cl)Cl)[O:4][N:3]=1.Cl.Cl.[F:19][C:20]1[CH:25]=[CH:24][CH:23]=[CH:22][C:21]=1[C:26]1[CH:31]=[CH:30][N:29]=[C:28]([N:32]2[CH2:37][CH2:36][NH:35][CH2:34][CH2:33]2)[N:27]=1. The catalyst is O1CCCC1.CCCCCC. The product is [CH3:1][C:2]1[C:6]([CH3:7])=[C:5]([NH:8][C:9]([N:35]2[CH2:36][CH2:37][N:32]([C:28]3[N:27]=[C:26]([C:21]4[CH:22]=[CH:23][CH:24]=[CH:25][C:20]=4[F:19])[CH:31]=[CH:30][N:29]=3)[CH2:33][CH2:34]2)=[O:16])[O:4][N:3]=1. The yield is 0.770.